The task is: Predict the reaction yield, written as a fraction of the theoretical maximum amount of product (1.0 means a 100% yield; for example, 0.34 means a 34% yield).. This data is from Reaction yield outcomes from USPTO patents with 853,638 reactions. (1) The reactants are [CH3:1][N:2]([CH3:17])[C:3]([C:5]1[CH:6]=[C:7]2[C:11](=[CH:12][C:13]=1[O:14][CH3:15])[CH2:10][CH2:9][C:8]2=[O:16])=[O:4].C([O:22][N:23]=O)CCC.Cl. The catalyst is CO.O1CCOCC1. The product is [CH3:17][N:2]([CH3:1])[C:3]([C:5]1[CH:6]=[C:7]2[C:11](=[CH:12][C:13]=1[O:14][CH3:15])[CH2:10][C:9](=[N:23][OH:22])[C:8]2=[O:16])=[O:4]. The yield is 0.970. (2) The product is [F:41][C:42]([F:47])([F:46])[C:43]([OH:45])=[O:44].[Cl:19][C:15]1[C:14]([F:20])=[C:13]([CH:12]2[C:11]([C:23]3[CH:28]=[CH:27][C:26]([Cl:29])=[CH:25][C:24]=3[F:30])([C:21]#[N:22])[CH:10]([CH2:31][C:32]([CH3:40])([C:34]3[CH:39]=[CH:38][CH:37]=[CH:36][CH:35]=3)[CH3:33])[NH:9][CH:8]2[C:6]([OH:7])=[O:5])[CH:18]=[CH:17][CH:16]=1. The catalyst is ClCCl. The reactants are C([O:5][C:6]([CH:8]1[CH:12]([C:13]2[CH:18]=[CH:17][CH:16]=[C:15]([Cl:19])[C:14]=2[F:20])[C:11]([C:23]2[CH:28]=[CH:27][C:26]([Cl:29])=[CH:25][C:24]=2[F:30])([C:21]#[N:22])[CH:10]([CH2:31][C:32]([CH3:40])([C:34]2[CH:39]=[CH:38][CH:37]=[CH:36][CH:35]=2)[CH3:33])[NH:9]1)=[O:7])(C)(C)C.[F:41][C:42]([F:47])([F:46])[C:43]([OH:45])=[O:44]. The yield is 0.910. (3) The yield is 0.410. The catalyst is C1C=CC(/C=C/C(/C=C/C2C=CC=CC=2)=O)=CC=1.C1C=CC(/C=C/C(/C=C/C2C=CC=CC=2)=O)=CC=1.[Pd].C1(C)C=CC=CC=1. The reactants are C1(P(C2C=CC=CC=2)C2C=CC3C(=CC=CC=3)C=2C2C3C(=CC=CC=3)C=CC=2P(C2C=CC=CC=2)C2C=CC=CC=2)C=CC=CC=1.CC(C)([O-])C.[K+].[NH:53]1[CH2:58][CH2:57][O:56][CH2:55][CH2:54]1.Br[C:60]1[CH:66]=[C:65]([CH3:67])[C:63]([NH2:64])=[C:62]([CH3:68])[CH:61]=1. The product is [CH3:68][C:62]1[CH:61]=[C:60]([N:53]2[CH2:58][CH2:57][O:56][CH2:55][CH2:54]2)[CH:66]=[C:65]([CH3:67])[C:63]=1[NH2:64].